From a dataset of Full USPTO retrosynthesis dataset with 1.9M reactions from patents (1976-2016). Predict the reactants needed to synthesize the given product. Given the product [CH3:25]/[C:19](=[CH:18]\[C@@H:17]([N:16]([CH3:29])[C:14](=[O:15])[C@H:9]([C@H:10]([CH3:13])[O:11][CH3:12])[NH2:8])[CH:26]([CH3:28])[CH3:27])/[C:20]([O:22][CH2:23][CH3:24])=[O:21], predict the reactants needed to synthesize it. The reactants are: C(OC([NH:8][C@H:9]([C:14]([N:16]([CH3:29])[C@@H:17]([CH:26]([CH3:28])[CH3:27])/[CH:18]=[C:19](\[CH3:25])/[C:20]([O:22][CH2:23][CH3:24])=[O:21])=[O:15])[C@H:10]([CH3:13])[O:11][CH3:12])=O)(C)(C)C.Cl.O1CCOCC1.